Dataset: Full USPTO retrosynthesis dataset with 1.9M reactions from patents (1976-2016). Task: Predict the reactants needed to synthesize the given product. (1) Given the product [N:17]1[C:18]2[C:23](=[CH:22][CH:21]=[CH:20][CH:19]=2)[CH:24]=[CH:25][C:16]=1[C:15]([NH:1][C@H:2]([C:7](=[O:9])[NH2:8])[CH2:3][C:4]([OH:6])=[O:5])=[O:26], predict the reactants needed to synthesize it. The reactants are: [NH2:1][C@H:2]([C:7](=[O:9])[NH2:8])[CH2:3][C:4]([OH:6])=[O:5].O.C(=O)(O)[O-].[C:15](O)(=[O:26])[C:16]1[CH:25]=[CH:24][C:23]2[C:18](=[CH:19][CH:20]=[CH:21][CH:22]=2)[N:17]=1.Cl. (2) Given the product [F:8][P-:9]([F:14])([F:13])([F:12])([F:11])[F:10].[OH:18][CH:16]([CH3:17])[CH2:15][N+:4]1[CH:5]=[CH:6][N:2]([CH3:1])[CH:3]=1, predict the reactants needed to synthesize it. The reactants are: [CH3:1][N:2]1[CH:6]=[CH:5][N:4]=[CH:3]1.[H+].[F:8][P-:9]([F:14])([F:13])([F:12])([F:11])[F:10].[CH2:15]1[O:18][CH:16]1[CH3:17]. (3) The reactants are: [C:1]([C:5]1[C:9]([Cl:10])=[C:8]([C:11]2[NH:28][C:14]3[C:15]([O:26][CH3:27])=[N:16][C:17]([C:19]4[CH:24]=[CH:23][CH:22]=[CH:21][C:20]=4[Cl:25])=[CH:18][C:13]=3[N:12]=2)[N:7]([CH3:29])[N:6]=1)([CH3:4])([CH3:3])[CH3:2].O1CCCC1.C[O-].[K+:37]. Given the product [C:1]([C:5]1[C:9]([Cl:10])=[C:8]([C:11]2[N-:28][C:14]3[C:15]([O:26][CH3:27])=[N:16][C:17]([C:19]4[CH:24]=[CH:23][CH:22]=[CH:21][C:20]=4[Cl:25])=[CH:18][C:13]=3[N:12]=2)[N:7]([CH3:29])[N:6]=1)([CH3:4])([CH3:2])[CH3:3].[K+:37], predict the reactants needed to synthesize it. (4) Given the product [CH:43]1([CH:46]([C:53]2[CH:58]=[CH:57][CH:56]=[C:55]([CH2:59][O:12][C:11]3[CH:10]=[CH:9][C:8]([C:13]4[CH:18]=[C:17]([O:19][CH3:20])[CH:16]=[CH:15][C:14]=4[F:21])=[CH:7][C:6]=3[CH2:5][CH2:4][CH2:3][C:2]([CH3:23])([CH3:22])[CH3:1])[CH:54]=2)[CH2:47][C:48]([O:50][CH2:51][CH3:52])=[O:49])[CH2:45][CH2:44]1, predict the reactants needed to synthesize it. The reactants are: [CH3:1][C:2]([CH3:23])([CH3:22])[CH2:3][CH2:4][CH2:5][C:6]1[CH:7]=[C:8]([C:13]2[CH:18]=[C:17]([O:19][CH3:20])[CH:16]=[CH:15][C:14]=2[F:21])[CH:9]=[CH:10][C:11]=1[OH:12].C1(P(C2C=CC=CC=2)C2C=CC=CC=2)C=CC=CC=1.[CH:43]1([CH:46]([C:53]2[CH:58]=[CH:57][CH:56]=[C:55]([CH2:59]O)[CH:54]=2)[CH2:47][C:48]([O:50][CH2:51][CH3:52])=[O:49])[CH2:45][CH2:44]1.N(C(OCC)=O)=NC(OCC)=O.